From a dataset of Catalyst prediction with 721,799 reactions and 888 catalyst types from USPTO. Predict which catalyst facilitates the given reaction. Reactant: [Cl:1][C:2]1[C:7]([C:8](Cl)=[O:9])=[C:6]([Cl:11])[N:5]=[CH:4][N:3]=1.[CH3:12][O:13][C:14]1[CH:15]=[C:16]([CH:18]=[CH:19][C:20]=1[C:21]1[O:25][CH:24]=[N:23][CH:22]=1)[NH2:17]. Product: [Cl:1][C:2]1[C:7]([C:8]([NH:17][C:16]2[CH:18]=[CH:19][C:20]([C:21]3[O:25][CH:24]=[N:23][CH:22]=3)=[C:14]([O:13][CH3:12])[CH:15]=2)=[O:9])=[C:6]([Cl:11])[N:5]=[CH:4][N:3]=1. The catalyst class is: 4.